This data is from Forward reaction prediction with 1.9M reactions from USPTO patents (1976-2016). The task is: Predict the product of the given reaction. (1) Given the reactants [CH3:1][C:2]1([CH3:43])[CH2:7][CH2:6][C:5]([C:8]2[CH:13]=[C:12]([C:14]3([C:20]4[N:21]=[N:22][NH:23][N:24]=4)[CH2:19][CH2:18][O:17][CH2:16][CH2:15]3)[CH:11]=[CH:10][C:9]=2[NH:25][C:26]([C:28]2[N:29](COCC[Si](C)(C)C)[CH:30]=[C:31]([C:33]#[N:34])[N:32]=2)=[O:27])=[CH:4][CH2:3]1, predict the reaction product. The product is: [CH3:1][C:2]1([CH3:43])[CH2:7][CH2:6][C:5]([C:8]2[CH:13]=[C:12]([C:14]3([C:20]4[N:24]=[N:23][NH:22][N:21]=4)[CH2:15][CH2:16][O:17][CH2:18][CH2:19]3)[CH:11]=[CH:10][C:9]=2[NH:25][C:26]([C:28]2[NH:29][CH:30]=[C:31]([C:33]#[N:34])[N:32]=2)=[O:27])=[CH:4][CH2:3]1. (2) Given the reactants ClC1C=CC=C(C(OO)=[O:9])C=1.[CH3:12][N:13]([C:17]1[C:18](=[O:34])[C:19]2[C:24]([C:25](=[O:33])[C:26]=1[NH:27][CH2:28][CH2:29][S:30]([CH3:32])=[O:31])=[CH:23][CH:22]=[CH:21][CH:20]=2)[C:14](=[O:16])[CH3:15].C(=O)(O)[O-].[Na+], predict the reaction product. The product is: [CH3:12][N:13]([C:17]1[C:18](=[O:34])[C:19]2[C:24]([C:25](=[O:33])[C:26]=1[NH:27][CH2:28][CH2:29][S:30]([CH3:32])(=[O:9])=[O:31])=[CH:23][CH:22]=[CH:21][CH:20]=2)[C:14](=[O:16])[CH3:15]. (3) The product is: [ClH:31].[ClH:31].[NH2:22][CH:19]1[CH2:20][CH2:21][N:16]([CH2:15][C@@H:12]2[CH2:11][CH2:10][N:9]3[C:14]4[N:13]2[C:2](=[O:1])[CH:3]=[N:4][C:5]=4[CH:6]=[CH:7][C:8]3=[O:30])[CH2:17][CH2:18]1. Given the reactants [O:1]=[C:2]1[N:13]2[C:14]3[N:9]([CH2:10][CH2:11][C@H:12]2[CH2:15][N:16]2[CH2:21][CH2:20][CH:19]([NH:22]C(=O)OC(C)(C)C)[CH2:18][CH2:17]2)[C:8](=[O:30])[CH:7]=[CH:6][C:5]=3[N:4]=[CH:3]1.[ClH:31].O1CCOCC1, predict the reaction product. (4) Given the reactants [CH2:1]([N:4]([CH2:36][CH2:37][CH3:38])[CH2:5][CH2:6][CH2:7][CH2:8][N:9]([CH2:32][C:33]([OH:35])=[O:34])[CH2:10][C:11]1[CH:16]=[CH:15][C:14]([CH2:17][N:18]([CH2:26][C:27]2[NH:28][CH:29]=[CH:30][N:31]=2)[CH2:19][C:20]2[N:21]([CH3:25])[CH:22]=[CH:23][N:24]=2)=[CH:13][CH:12]=1)[CH2:2][CH3:3].C(Cl)(Cl)Cl.[OH2:43], predict the reaction product. The product is: [N:4]1([CH2:36][CH2:37][O:34][C:33](=[O:35])[CH2:32][N:9]([CH2:8][CH2:7][CH2:6][CH2:5][N:4]([CH2:1][CH2:2][CH3:3])[CH2:36][CH2:37][CH3:38])[CH2:10][C:11]2[CH:16]=[CH:15][C:14]([CH2:17][N:18]([CH2:26][C:27]3[NH:28][CH:29]=[CH:30][N:31]=3)[CH2:19][C:20]3[N:21]([CH3:25])[CH:22]=[CH:23][N:24]=3)=[CH:13][CH:12]=2)[CH2:5][CH2:6][O:43][CH2:2][CH2:1]1. (5) Given the reactants F[C:2]1[C:3]([O:33][C@H:34]2[CH2:39][CH2:38][NH:37][CH2:36][C@H:35]2[F:40])=[C:4]([CH:7]=[C:8]([C:10]2[N:15]=[C:14]([NH:16][C:17]3[CH:22]=[CH:21][C:20]([N:23]4[CH2:28][CH2:27][N:26]([CH:29]5[CH2:32][O:31][CH2:30]5)[CH2:25][CH2:24]4)=[CH:19][CH:18]=3)[N:13]=[CH:12][N:11]=2)[CH:9]=1)[C:5]#[N:6].CN(C(ON1N=NC2C=CC=NC1=2)=[N+](C)C)C.F[P-](F)(F)(F)(F)F.[CH3:65][C:66]1[CH:67]=[N:68][NH:69][C:70]=1[C:71](O)=[O:72], predict the reaction product. The product is: [F:40][C@H:35]1[C@@H:34]([O:33][C:3]2[CH:2]=[CH:9][C:8]([C:10]3[N:15]=[C:14]([NH:16][C:17]4[CH:18]=[CH:19][C:20]([N:23]5[CH2:28][CH2:27][N:26]([CH:29]6[CH2:30][O:31][CH2:32]6)[CH2:25][CH2:24]5)=[CH:21][CH:22]=4)[N:13]=[CH:12][N:11]=3)=[CH:7][C:4]=2[C:5]#[N:6])[CH2:39][CH2:38][N:37]([C:71]([C:70]2[NH:69][N:68]=[CH:67][C:66]=2[CH3:65])=[O:72])[CH2:36]1. (6) Given the reactants [CH3:1][C:2]1[C:3](C)=[N:4]C=C[N:7]=1.[Cl:9]N1C(=O)CCC1=O.[CH:17]1[CH:22]=[CH:21]C=CC=1, predict the reaction product. The product is: [Cl:9][CH2:1][C:2]1[CH:3]=[N:4][C:22]([CH3:21])=[CH:17][N:7]=1.